From a dataset of Peptide-MHC class I binding affinity with 185,985 pairs from IEDB/IMGT. Regression. Given a peptide amino acid sequence and an MHC pseudo amino acid sequence, predict their binding affinity value. This is MHC class I binding data. (1) The peptide sequence is KEISSMLNI. The MHC is HLA-B44:03 with pseudo-sequence HLA-B44:03. The binding affinity (normalized) is 0.599. (2) The peptide sequence is IISLWDQSL. The MHC is HLA-A02:01 with pseudo-sequence HLA-A02:01. The binding affinity (normalized) is 0.480. (3) The peptide sequence is FPRYPLNVL. The MHC is HLA-A02:19 with pseudo-sequence HLA-A02:19. The binding affinity (normalized) is 0.0847. (4) The peptide sequence is VIGLTTHCTK. The MHC is HLA-A03:01 with pseudo-sequence HLA-A03:01. The binding affinity (normalized) is 0.748. (5) The peptide sequence is RLYPFGSYY. The MHC is BoLA-T2a with pseudo-sequence BoLA-T2a. The binding affinity (normalized) is 0.323. (6) The peptide sequence is QRSTLERTSKASLER. The MHC is HLA-A02:06 with pseudo-sequence HLA-A02:06. The binding affinity (normalized) is 0.